From a dataset of Forward reaction prediction with 1.9M reactions from USPTO patents (1976-2016). Predict the product of the given reaction. (1) Given the reactants C(C(O)=O)(C)(C)C.NC1C=NC2C(C=1NN)=CC=CC=2.[CH:21]([NH:24][N:25]1[C:37]2[C:36]3[CH:35]=[CH:34][CH:33]=[CH:32][C:31]=3[N:30]=[C:29]([NH2:38])[C:28]=2[N:27]=[C:26]1[CH2:39][CH2:40]C)([CH3:23])[CH3:22].C(OCC)(OCC)(OCC)CC.C(OC)(OC)(OC)CCC, predict the reaction product. The product is: [CH2:39]([C:26]1[N:25]([NH:24][CH:21]([CH3:22])[CH3:23])[C:37]2[C:36]3[CH:35]=[CH:34][CH:33]=[CH:32][C:31]=3[N:30]=[C:29]([NH2:38])[C:28]=2[N:27]=1)[CH3:40]. (2) Given the reactants [CH3:1][C:2]([CH3:7])([CH3:6])[CH2:3][CH:4]=O.C(N(CC)CC)C.[NH2:15][CH2:16][CH2:17][S:18]([NH2:21])(=[O:20])=[O:19].Cl.[S-:23][C:24]#[N:25].[K+].II.S(S([O-])=O)([O-])(=O)=O.[Na+].[Na+], predict the reaction product. The product is: [C:2]([C:3]1[S:23][C:24](=[NH:25])[N:15]([CH2:16][CH2:17][S:18]([NH2:21])(=[O:20])=[O:19])[CH:4]=1)([CH3:7])([CH3:6])[CH3:1]. (3) Given the reactants [NH2:1][C:2]1[N:7]([CH3:8])[C:6](=[O:9])[NH:5][C:4](=[O:10])[C:3]=1Br.Br[CH2:13][C:14]1[CH:19]=[CH:18][C:17]([C:20]([F:23])([F:22])[F:21])=[CH:16][CH:15]=1.C[N:25]1C(=O)CCC1, predict the reaction product. The product is: [NH2:1][C:2]1[N:7]([CH3:8])[C:6](=[O:9])[NH:5][C:4](=[O:10])[C:3]=1[NH:25][CH2:13][C:14]1[CH:19]=[CH:18][C:17]([C:20]([F:23])([F:22])[F:21])=[CH:16][CH:15]=1.